From a dataset of Reaction yield outcomes from USPTO patents with 853,638 reactions. Predict the reaction yield, written as a fraction of the theoretical maximum amount of product (1.0 means a 100% yield; for example, 0.34 means a 34% yield). (1) The reactants are [NH2:1][C:2]1[N:7]=[CH:6][N:5]=[C:4]2[N:8]([CH2:12][C@H:13]3[CH2:17][CH2:16][CH2:15][N:14]3[C:18]([O:20][C:21]([CH3:24])([CH3:23])[CH3:22])=[O:19])[N:9]=[C:10](I)[C:3]=12.OC[C@H]1CCCN1C(OC(C)(C)C)=O.[F:39][C:40]1[CH:41]=[C:42]([CH:59]=[CH:60][CH:61]=1)[O:43][C:44]1[CH:49]=[CH:48][C:47](B2OC(C)(C)C(C)(C)O2)=[CH:46][CH:45]=1.C(=O)([O-])[O-].[Na+].[Na+]. The catalyst is O.COCCOC. The product is [NH2:1][C:2]1[N:7]=[CH:6][N:5]=[C:4]2[N:8]([CH2:12][C@H:13]3[CH2:17][CH2:16][CH2:15][N:14]3[C:18]([O:20][C:21]([CH3:24])([CH3:23])[CH3:22])=[O:19])[N:9]=[C:10]([C:47]3[CH:46]=[CH:45][C:44]([O:43][C:42]4[CH:59]=[CH:60][CH:61]=[C:40]([F:39])[CH:41]=4)=[CH:49][CH:48]=3)[C:3]=12. The yield is 0.790. (2) The reactants are [O:1]1[C:5]2[CH:6]=[CH:7][CH:8]=[CH:9][C:4]=2[CH:3]=[C:2]1[C:10]1[C:11](O)=[N:12][C:13]2[C:18]([N:19]=1)=[CH:17][CH:16]=[CH:15][CH:14]=2.S(Cl)([Cl:23])=O.CN(C=O)C. The catalyst is C1(C)C=CC=CC=1.ClCCl. The product is [O:1]1[C:5]2[CH:6]=[CH:7][CH:8]=[CH:9][C:4]=2[CH:3]=[C:2]1[C:10]1[C:11]([Cl:23])=[N:12][C:13]2[C:18](=[CH:17][CH:16]=[CH:15][CH:14]=2)[N:19]=1. The yield is 1.00. (3) No catalyst specified. The yield is 0.740. The reactants are [C:1]([N:8]1[CH2:11][C:10](=[O:12])[CH2:9]1)([O:3][C:4]([CH3:7])([CH3:6])[CH3:5])=[O:2].[CH3:13][O:14][C:15]1[CH:20]=[CH:19][C:18]([C:21]#[C:22]C)=[CH:17][CH:16]=1.[C:24]1(C)C=CC=CC=1. The product is [CH3:13][O:14][C:15]1[CH:20]=[CH:19][C:18]([C:21]2[CH2:22][N:8]([C:1]([O:3][C:4]([CH3:5])([CH3:6])[CH3:7])=[O:2])[CH2:11][C:10](=[O:12])[C:9]=2[CH3:24])=[CH:17][CH:16]=1. (4) The yield is 0.770. The catalyst is C(Cl)Cl.CCOCC. The reactants are C(Cl)(C(Cl)=O)=O.CS(C)=O.[CH2:11]([N:18]([CH2:31][CH2:32][N:33]1[CH2:39][CH:38]([OH:40])[C:37]([CH:42]2[CH2:45][CH2:44][CH2:43]2)([OH:41])[C:36]2[CH:46]=[CH:47][CH:48]=[CH:49][C:35]=2[CH2:34]1)[S:19]([C:22]1[CH:27]=[CH:26][CH:25]=[CH:24][C:23]=1[N+:28]([O-:30])=[O:29])(=[O:21])=[O:20])[C:12]1[CH:17]=[CH:16][CH:15]=[CH:14][CH:13]=1.O. The product is [CH2:11]([N:18]([CH2:31][CH2:32][N:33]1[CH2:39][C:38](=[O:40])[C:37]([CH:42]2[CH2:45][CH2:44][CH2:43]2)([OH:41])[C:36]2[CH:46]=[CH:47][CH:48]=[CH:49][C:35]=2[CH2:34]1)[S:19]([C:22]1[CH:27]=[CH:26][CH:25]=[CH:24][C:23]=1[N+:28]([O-:30])=[O:29])(=[O:21])=[O:20])[C:12]1[CH:17]=[CH:16][CH:15]=[CH:14][CH:13]=1. (5) The reactants are [F:1][C:2]1[CH:3]=[C:4]2[C:9](=[CH:10][CH:11]=1)[C:8]([CH:12]([CH2:16][C:17]([OH:19])=O)[C:13](O)=[O:14])=[CH:7][CH:6]=[CH:5]2.[NH2:20]C(N)=O. No catalyst specified. The product is [F:1][C:2]1[CH:3]=[C:4]2[C:9](=[CH:10][CH:11]=1)[C:8]([CH:12]1[CH2:16][C:17](=[O:19])[NH:20][C:13]1=[O:14])=[CH:7][CH:6]=[CH:5]2. The yield is 0.360. (6) The reactants are [BH4-].[Na+].[C:3]([C:7]1[CH:12]=[CH:11][C:10](/[C:13](/[C:27]2[NH:28][C:29](=[O:34])[C:30]([Cl:33])=[CH:31][CH:32]=2)=[CH:14]\[CH2:15][N:16]2[C:24](=O)[C:23]3[C:18](=[CH:19][CH:20]=[CH:21][CH:22]=3)[C:17]2=[O:26])=[CH:9][CH:8]=1)([CH3:6])([CH3:5])[CH3:4].O. The catalyst is CO. The product is [C:3]([C:7]1[CH:12]=[CH:11][C:10](/[C:13](/[C:27]2[NH:28][C:29](=[O:34])[C:30]([Cl:33])=[CH:31][CH:32]=2)=[CH:14]\[CH2:15][N:16]2[CH2:24][C:23]3[C:18](=[CH:19][CH:20]=[CH:21][CH:22]=3)[C:17]2=[O:26])=[CH:9][CH:8]=1)([CH3:6])([CH3:4])[CH3:5]. The yield is 0.230. (7) The reactants are [N+:1]([C:4]1[CH:9]=[CH:8][C:7]([C@@H:10]2[O:16][CH2:15][C@@H:14]([NH:17][C:18](=[O:25])[C:19]3[CH:24]=[CH:23][CH:22]=[CH:21][CH:20]=3)[CH2:13][CH2:12][O:11]2)=[CH:6][CH:5]=1)([O-])=O.[H][H]. The catalyst is C(Cl)(Cl)Cl.CO. The product is [NH2:1][C:4]1[CH:9]=[CH:8][C:7]([C@@H:10]2[O:16][CH2:15][C@@H:14]([NH:17][C:18](=[O:25])[C:19]3[CH:20]=[CH:21][CH:22]=[CH:23][CH:24]=3)[CH2:13][CH2:12][O:11]2)=[CH:6][CH:5]=1. The yield is 0.870. (8) The reactants are [NH:1]1[C:7]2[CH:8]=[CH:9][CH:10]=[CH:11][C:6]=2[C:5](=O)[CH2:4][CH2:3][C:2]1=[O:13].Cl.[Br:15][C:16]1[CH:21]=[CH:20][C:19]([NH:22]N)=[CH:18][CH:17]=1.C([O-])(=O)C.[Na+].S(=O)(=O)(O)O. The catalyst is C(O)(=O)C. The product is [Br:15][C:16]1[CH:17]=[C:18]2[C:4]3[CH2:3][C:2](=[O:13])[NH:1][C:7]4[CH:8]=[CH:9][CH:10]=[CH:11][C:6]=4[C:5]=3[NH:22][C:19]2=[CH:20][CH:21]=1. The yield is 0.796. (9) The reactants are C([O:3][C:4](=[O:31])[C:5]1[CH:10]=[C:9]([C:11]2[CH:16]=[C:15]([NH:17][CH2:18][CH2:19][C:20]3[CH:25]=[CH:24][C:23]([O:26][CH3:27])=[CH:22][CH:21]=3)[N:14]=[C:13]([O:28][CH3:29])[N:12]=2)[CH:8]=[CH:7][C:6]=1[Cl:30])C.[OH-].[Na+]. The catalyst is CO.O. The product is [ClH:30].[Cl:30][C:6]1[CH:7]=[CH:8][C:9]([C:11]2[CH:16]=[C:15]([NH:17][CH2:18][CH2:19][C:20]3[CH:21]=[CH:22][C:23]([O:26][CH3:27])=[CH:24][CH:25]=3)[N:14]=[C:13]([O:28][CH3:29])[N:12]=2)=[CH:10][C:5]=1[C:4]([OH:31])=[O:3]. The yield is 0.820. (10) The reactants are I.[NH2:2][C:3]1[C:4]([C:11]([NH:13][C:14](=[NH:17])SC)=[O:12])=[N:5][C:6]([Cl:10])=[C:7]([NH2:9])[N:8]=1.[NH2:18][CH2:19][CH2:20][CH2:21][CH2:22][C:23]1[CH:39]=[CH:38][C:26]([O:27][CH2:28][C:29]([NH:31][CH2:32][CH2:33][CH2:34][N:35]([CH3:37])[CH3:36])=[O:30])=[CH:25][CH:24]=1.CCN(C(C)C)C(C)C. The catalyst is C(O)C. The product is [NH2:2][C:3]1[C:4]([C:11]([N:13]=[C:14]([NH2:17])[NH:18][CH2:19][CH2:20][CH2:21][CH2:22][C:23]2[CH:39]=[CH:38][C:26]([O:27][CH2:28][C:29]([NH:31][CH2:32][CH2:33][CH2:34][N:35]([CH3:37])[CH3:36])=[O:30])=[CH:25][CH:24]=2)=[O:12])=[N:5][C:6]([Cl:10])=[C:7]([NH2:9])[N:8]=1. The yield is 0.560.